This data is from Reaction yield outcomes from USPTO patents with 853,638 reactions. The task is: Predict the reaction yield, written as a fraction of the theoretical maximum amount of product (1.0 means a 100% yield; for example, 0.34 means a 34% yield). (1) The reactants are [CH3:1][O:2][C:3]1[CH:4]=[C:5]2[C:10](=[CH:11][C:12]=1[O:13][CH3:14])[N:9]=[CH:8][CH:7]=[C:6]2[O:15][C:16]1[CH:21]=[CH:20][C:19]([N+:22]([O-])=O)=[CH:18][N:17]=1.C1COCC1.CO. The catalyst is CN(C=O)C. The product is [CH3:1][O:2][C:3]1[CH:4]=[C:5]2[C:10](=[CH:11][C:12]=1[O:13][CH3:14])[N:9]=[CH:8][CH:7]=[C:6]2[O:15][C:16]1[N:17]=[CH:18][C:19]([NH2:22])=[CH:20][CH:21]=1. The yield is 0.981. (2) The reactants are [Cl:1][C:2]1[CH:10]=[CH:9][CH:8]=[CH:7][C:3]=1[C:4]([NH2:6])=[O:5].[C:11](Cl)(=[O:15])C(Cl)=O.[NH2:17][C:18]1[S:19][C:20]2[CH:26]=[C:25]([S:27]([CH:30]3[CH2:34][CH2:33][N:32](C(OC(C)(C)C)=O)[CH2:31]3)(=[O:29])=[O:28])[CH:24]=[CH:23][C:21]=2[N:22]=1.CO. The catalyst is C1COCC1.Cl.CC#N. The product is [Cl:1][C:2]1[CH:10]=[CH:9][CH:8]=[CH:7][C:3]=1[C:4]([NH:6][C:11](=[O:15])[NH:17][C:18]1[S:19][C:20]2[CH:26]=[C:25]([S:27]([CH:30]3[CH2:34][CH2:33][NH:32][CH2:31]3)(=[O:29])=[O:28])[CH:24]=[CH:23][C:21]=2[N:22]=1)=[O:5]. The yield is 0.430. (3) The catalyst is [Zn]. The reactants are [CH2:1]([O:8][C:9]1[C:10]([C:30]([F:33])([F:32])[F:31])=[C:11]2[C:16](=[CH:17][CH:18]=1)[CH:15]=[C:14]([C:19]1([N+:27]([O-])=O)[CH2:24][O:23][C:22]([CH3:26])([CH3:25])[O:21][CH2:20]1)[CH:13]=[CH:12]2)[C:2]1[CH:7]=[CH:6][CH:5]=[CH:4][CH:3]=1.C(O)(=O)C. The yield is 1.00. The product is [CH2:1]([O:8][C:9]1[C:10]([C:30]([F:31])([F:33])[F:32])=[C:11]2[C:16](=[CH:17][CH:18]=1)[CH:15]=[C:14]([C:19]1([NH2:27])[CH2:20][O:21][C:22]([CH3:26])([CH3:25])[O:23][CH2:24]1)[CH:13]=[CH:12]2)[C:2]1[CH:3]=[CH:4][CH:5]=[CH:6][CH:7]=1. (4) The product is [O:12]=[C:7]1[NH:8][C:9]2[N:10]=[CH:11][C:2](/[CH:15]=[CH:14]/[C:13]([O:17][CH2:18][CH3:19])=[O:16])=[CH:3][C:4]=2[CH2:5][CH2:6]1. The yield is 0.590. The reactants are Br[C:2]1[CH:3]=[C:4]2[C:9](=[N:10][CH:11]=1)[NH:8][C:7](=[O:12])[CH2:6][CH2:5]2.[C:13]([O:17][CH2:18][CH3:19])(=[O:16])[CH:14]=[CH2:15].C1(C)C=CC=CC=1P(C1C=CC=CC=1C)C1C=CC=CC=1C.C(N(C(C)C)CC)(C)C. The catalyst is C(#N)CC.CN(C=O)C.CC([O-])=O.CC([O-])=O.[Pd+2]. (5) The product is [CH:1]1([N:4]([CH2:6][C:7]2[CH:8]=[C:9]([C:21]#[CH:22])[CH:10]=[C:11]3[C:16]=2[O:15][C:14]([CH3:17])([CH3:18])[CH2:13][C:12]3([CH3:20])[CH3:19])[CH3:5])[CH2:2][CH2:3]1. The reactants are [CH:1]1([N:4]([CH2:6][C:7]2[CH:8]=[C:9]([C:21]#[C:22][Si](C)(C)C)[CH:10]=[C:11]3[C:16]=2[O:15][C:14]([CH3:18])([CH3:17])[CH2:13][C:12]3([CH3:20])[CH3:19])[CH3:5])[CH2:3][CH2:2]1.C(=O)([O-])[O-].[K+].[K+]. The yield is 0.980. The catalyst is CO. (6) The reactants are [Cl:1][C:2]1[CH:23]=[CH:22][C:5]([C:6]([C:8]2[CH:9]=[C:10]3[C:15](=[CH:16][CH:17]=2)[N:14]=[CH:13][C:12](C(O)=O)=[C:11]3[OH:21])=[O:7])=[CH:4][CH:3]=1.N1C2C(=CC=CC=2)C=CC=1. The catalyst is C(Cl)Cl. The product is [Cl:1][C:2]1[CH:3]=[CH:4][C:5]([C:6]([C:8]2[CH:9]=[C:10]3[C:15](=[CH:16][CH:17]=2)[N:14]=[CH:13][CH:12]=[C:11]3[OH:21])=[O:7])=[CH:22][CH:23]=1. The yield is 0.710. (7) The reactants are C([Si](C)(C)[O:6][C:7]1[CH:12]=[CH:11][C:10]([CH2:13][CH2:14][CH:15]([CH2:28][CH3:29])[CH2:16][C:17](=[S:27])CCCC2C=CC=CC=2)=[CH:9][C:8]=1[O:30][CH3:31])(C)(C)C.[F-].C([N+:39]([CH2:48][CH2:49][CH2:50][CH3:51])(CCCC)CCCC)CCC. The catalyst is C1COCC1. The product is [CH2:48]([NH:39][C:17](=[S:27])[CH2:16][CH:15]([CH2:28][CH3:29])[CH2:14][CH2:13][C:10]1[CH:11]=[CH:12][C:7]([OH:6])=[C:8]([O:30][CH3:31])[CH:9]=1)[CH2:49][C:50]1[CH:51]=[CH:9][CH:8]=[CH:7][CH:12]=1. The yield is 0.550.